This data is from Catalyst prediction with 721,799 reactions and 888 catalyst types from USPTO. The task is: Predict which catalyst facilitates the given reaction. (1) Product: [Cl:17][C:14]1[CH:15]=[CH:16][C:11]([CH:2]([N:33]2[CH2:34][CH:31]([CH:26]([C:21]3[CH:20]=[C:19]([F:18])[CH:24]=[C:23]([F:25])[CH:22]=3)[C:27]([CH3:30])([CH3:28])[CH3:29])[CH2:32]2)[C:3]2[CH:4]=[C:5]([CH:8]=[CH:9][CH:10]=2)[C:6]#[N:7])=[CH:12][CH:13]=1. The catalyst class is: 10. Reactant: Br[CH:2]([C:11]1[CH:16]=[CH:15][C:14]([Cl:17])=[CH:13][CH:12]=1)[C:3]1[CH:4]=[C:5]([CH:8]=[CH:9][CH:10]=1)[C:6]#[N:7].[F:18][C:19]1[CH:20]=[C:21]([CH:26]([CH:31]2[CH2:34][NH:33][CH2:32]2)[C:27]([CH3:30])([CH3:29])[CH3:28])[CH:22]=[C:23]([F:25])[CH:24]=1.C(N(CC)C(C)C)(C)C. (2) Reactant: Cl[C:2]1[S:6][N:5]=[C:4]([S:7][CH2:8][C:9]2[CH:14]=[CH:13][CH:12]=[CH:11][CH:10]=2)[N:3]=1.[CH2:15]([OH:22])[C:16]1[CH:21]=[CH:20][CH:19]=[CH:18][CH:17]=1.[H-].[Na+].[Cl-].[Na+]. Product: [CH2:15]([O:22][C:2]1[S:6][N:5]=[C:4]([S:7][CH2:8][C:9]2[CH:14]=[CH:13][CH:12]=[CH:11][CH:10]=2)[N:3]=1)[C:16]1[CH:21]=[CH:20][CH:19]=[CH:18][CH:17]=1. The catalyst class is: 9. (3) Reactant: [CH2:1]([N:4]([C:13]([O:15][CH2:16][C@H:17]([NH:24][C:25](=[O:30])[CH2:26][CH2:27]C=C)[C:18]1[CH:23]=[CH:22][CH:21]=[CH:20][CH:19]=1)=[O:14])[CH2:5][C:6]([O:8][C:9]([CH3:12])([CH3:11])[CH3:10])=[O:7])[CH:2]=[CH2:3]. Product: [O:14]=[C:13]1[N:4]([CH2:5][C:6]([O:8][C:9]([CH3:12])([CH3:10])[CH3:11])=[O:7])[CH2:1][CH:2]=[CH:3][CH2:27][CH2:26][C:25](=[O:30])[NH:24][C@H:17]([C:18]2[CH:19]=[CH:20][CH:21]=[CH:22][CH:23]=2)[CH2:16][O:15]1. The catalyst class is: 11. (4) Reactant: [CH3:1][S:2](Cl)(=[O:4])=[O:3].[Cl:6][C:7]1[C:8]([N:13]2[C:17]([C:18]([OH:20])=O)=[CH:16][C:15](=[O:21])[NH:14]2)=[N:9][CH:10]=[CH:11][CH:12]=1.C(N(CC)CC)C.[Cl:29][C:30]1[CH:38]=[C:37]([Cl:39])[CH:36]=[C:32]([C:33](O)=[O:34])[C:31]=1[NH2:40]. Product: [Cl:39][C:37]1[CH:38]=[C:30]([Cl:29])[C:31]2[N:40]=[C:18]([C:17]3[N:13]([C:8]4[C:7]([Cl:6])=[CH:12][CH:11]=[CH:10][N:9]=4)[N:14]=[C:15]([O:21][S:2]([CH3:1])(=[O:4])=[O:3])[CH:16]=3)[O:20][C:33](=[O:34])[C:32]=2[CH:36]=1. The catalyst class is: 47. (5) Reactant: [CH:1]([C:4]1[CH:12]=[CH:11][C:7]([C:8]([OH:10])=O)=[CH:6][C:5]=1[O:13][C:14]1[CH:19]=[CH:18][CH:17]=[CH:16][CH:15]=1)([CH3:3])[CH3:2].Cl.C(N=C=NCCCN(C)C)C.ON1C2C=CC=CC=2N=N1.C(N(CC)CC)C.[NH2:49][CH2:50][C:51]1[C:52]([OH:59])=[N:53][C:54]([CH3:58])=[CH:55][C:56]=1[CH3:57]. Product: [OH:59][C:52]1[C:51]([CH2:50][NH:49][C:8](=[O:10])[C:7]2[CH:11]=[CH:12][C:4]([CH:1]([CH3:2])[CH3:3])=[C:5]([O:13][C:14]3[CH:19]=[CH:18][CH:17]=[CH:16][CH:15]=3)[CH:6]=2)=[C:56]([CH3:57])[CH:55]=[C:54]([CH3:58])[N:53]=1. The catalyst class is: 4.